From a dataset of Forward reaction prediction with 1.9M reactions from USPTO patents (1976-2016). Predict the product of the given reaction. Given the reactants [NH2:1][C:2]1[N:7]=[CH:6][N:5]=[C:4]2[N:8]([C@@H:18]3[CH2:22][CH2:21][N:20](C(OC(C)(C)C)=O)[CH2:19]3)[N:9]=[C:10]([C:11]3[CH:16]=[CH:15][C:14]([NH2:17])=[CH:13][CH:12]=3)[C:3]=12.[F:30][C:31]([F:42])([F:41])[C:32]1[CH:33]=[C:34]([CH:38]=[CH:39][CH:40]=1)[C:35](Cl)=[O:36], predict the reaction product. The product is: [NH2:1][C:2]1[N:7]=[CH:6][N:5]=[C:4]2[N:8]([C@@H:18]3[CH2:22][CH2:21][NH:20][CH2:19]3)[N:9]=[C:10]([C:11]3[CH:12]=[CH:13][C:14]([NH:17][C:35](=[O:36])[C:34]4[CH:38]=[CH:39][CH:40]=[C:32]([C:31]([F:30])([F:41])[F:42])[CH:33]=4)=[CH:15][CH:16]=3)[C:3]=12.